Dataset: Full USPTO retrosynthesis dataset with 1.9M reactions from patents (1976-2016). Task: Predict the reactants needed to synthesize the given product. (1) Given the product [I:32][C:33]1[CH:41]=[CH:40][C:39]([S:42]([CH3:45])(=[O:44])=[O:43])=[CH:38][C:34]=1[C:6]([N:8]1[CH2:13][CH2:12][N:11]([C:14]2[CH:19]=[CH:18][C:17]([C:20]([F:23])([F:21])[F:22])=[CH:16][CH:15]=2)[CH:10]([CH3:24])[CH2:9]1)=[O:7], predict the reactants needed to synthesize it. The reactants are: C(O[C:6]([N:8]1[CH2:13][CH2:12][N:11]([C:14]2[CH:19]=[CH:18][C:17]([C:20]([F:23])([F:22])[F:21])=[CH:16][CH:15]=2)[CH:10]([CH3:24])[CH2:9]1)=[O:7])(C)(C)C.FC(F)(F)C(O)=O.[I:32][C:33]1[CH:41]=[CH:40][C:39]([S:42]([CH3:45])(=[O:44])=[O:43])=[CH:38][C:34]=1C(O)=O.C(N(C(C)C)C(C)C)C.CN(C(ON1N=NC2C=CC=CC1=2)=[N+](C)C)C.[B-](F)(F)(F)F. (2) Given the product [CH2:32]([O:31][C:28]1[CH:27]=[CH:26][C:25]([C:18]2[C:17]3[CH2:34][N:35]([CH2:38][C:39]4[CH:40]=[CH:41][C:42]([F:45])=[CH:43][CH:44]=4)[C:36](=[O:37])[C:16]=3[C:15]([OH:14])=[C:24]3[C:19]=2[CH:20]=[CH:21][CH:22]=[N:23]3)=[CH:30][CH:29]=1)[CH3:33].[C:48]([OH:50])([C:47]([F:52])([F:51])[F:46])=[O:49], predict the reactants needed to synthesize it. The reactants are: C([O:14][C:15]1[C:16]2[C:36](=[O:37])[N:35]([CH2:38][C:39]3[CH:44]=[CH:43][C:42]([F:45])=[CH:41][CH:40]=3)[CH2:34][C:17]=2[C:18]([C:25]2[CH:30]=[CH:29][C:28]([O:31][CH2:32][CH3:33])=[CH:27][CH:26]=2)=[C:19]2[C:24]=1[N:23]=[CH:22][CH:21]=[CH:20]2)(C1C=CC=CC=1)C1C=CC=CC=1.[F:46][C:47]([F:52])([F:51])[C:48]([OH:50])=[O:49].C([SiH](CC)CC)C. (3) Given the product [N+:20]([C:15]1[CH:16]=[N:17][CH:18]=[CH:19][C:14]=1[C:6]1[CH:7]=[CH:8][C:3]([O:2][CH3:1])=[CH:4][CH:5]=1)([O-:22])=[O:21], predict the reactants needed to synthesize it. The reactants are: [CH3:1][O:2][C:3]1[CH:8]=[CH:7][C:6](B(O)O)=[CH:5][CH:4]=1.Cl.Cl[C:14]1[CH:19]=[CH:18][N:17]=[CH:16][C:15]=1[N+:20]([O-:22])=[O:21].C([O-])([O-])=O.[K+].[K+]. (4) Given the product [I:1][C:2]1[CH:3]=[CH:4][C:5]2[N:6]([CH:7]=1)[C:11](=[O:19])[CH:10]=[CH:9][N:8]=2, predict the reactants needed to synthesize it. The reactants are: [I:1][C:2]1[CH:3]=[CH:4][C:5]([NH:8][CH:9]=[C:10]2C(=O)OC(C)(C)O[C:11]2=[O:19])=[N:6][CH:7]=1. (5) Given the product [CH:9]1([N:6]2[C:5](=[O:15])[C:4]([O:32][CH3:31])=[C:3]([CH2:2][N:28]3[CH2:27][CH2:26][CH:25]([CH2:24][CH2:23][CH2:22][C:16]4[CH:21]=[CH:20][CH:19]=[CH:18][CH:17]=4)[CH2:30][CH2:29]3)[N:7]2[CH3:8])[CH2:14][CH2:13][CH2:12][CH2:11][CH2:10]1, predict the reactants needed to synthesize it. The reactants are: Br[CH2:2][C:3]1[N:7]([CH3:8])[N:6]([CH:9]2[CH2:14][CH2:13][CH2:12][CH2:11][CH2:10]2)[C:5](=[O:15])[CH:4]=1.[C:16]1([CH2:22][CH2:23][CH2:24][CH:25]2[CH2:30][CH2:29][NH:28][CH2:27][CH2:26]2)[CH:21]=[CH:20][CH:19]=[CH:18][CH:17]=1.[C:31](=O)([O-])[O-:32].[K+].[K+]. (6) Given the product [F:75][C:66]1[CH:65]=[C:64]([CH:69]=[CH:68][C:67]=1[NH:70][S:71]([CH3:74])(=[O:73])=[O:72])[CH2:63][NH:62][C:17]([CH:14]1[CH2:13][CH2:12][C:10]2([O:9][N:8]=[C:7]([C:1]3[CH:2]=[CH:3][CH:4]=[CH:5][CH:6]=3)[CH2:11]2)[CH2:16][CH2:15]1)=[O:19], predict the reactants needed to synthesize it. The reactants are: [C:1]1([C:7]2[CH2:11][C:10]3([CH2:16][CH2:15][CH:14]([C:17]([OH:19])=O)[CH2:13][CH2:12]3)[O:9][N:8]=2)[CH:6]=[CH:5][CH:4]=[CH:3][CH:2]=1.C(N(C(C)C)C(C)C)C.O.ON1C2C=CC=CC=2N=N1.F[B-](F)(F)F.N1(OC(N(C)C)=[N+](C)C)C2C=CC=CC=2N=N1.[NH2:62][CH2:63][C:64]1[CH:69]=[CH:68][C:67]([NH:70][S:71]([CH3:74])(=[O:73])=[O:72])=[C:66]([F:75])[CH:65]=1. (7) Given the product [ClH:16].[NH:8]1[CH2:13][CH2:12][CH:11]([C:14]#[N:15])[CH2:10][CH2:9]1, predict the reactants needed to synthesize it. The reactants are: C([N:8]1[CH2:13][CH2:12][CH:11]([C:14]#[N:15])[CH2:10][CH2:9]1)C1C=CC=CC=1.[Cl:16]C(OC(Cl)C)=O. (8) Given the product [CH2:16]([O:18][C:19](=[O:41])[C:20]([O:23][C:24]1[CH:29]=[CH:28][C:27]([O:30][C:31]2[CH:36]=[C:35]([CH2:37][NH2:38])[CH:34]=[CH:33][C:32]=2[CH3:39])=[CH:26][C:25]=1[CH3:40])([CH3:21])[CH3:22])[CH3:17], predict the reactants needed to synthesize it. The reactants are: O(C1C=CC=CC=1C#N)C1C=CC=CC=1.[CH2:16]([O:18][C:19](=[O:41])[C:20]([O:23][C:24]1[CH:29]=[CH:28][C:27]([O:30][C:31]2[CH:36]=[C:35]([C:37]#[N:38])[CH:34]=[CH:33][C:32]=2[CH3:39])=[CH:26][C:25]=1[CH3:40])([CH3:22])[CH3:21])[CH3:17].